This data is from Retrosynthesis with 50K atom-mapped reactions and 10 reaction types from USPTO. The task is: Predict the reactants needed to synthesize the given product. (1) Given the product COC(=O)/C(=C\c1ccc(Cl)c(Cl)c1)C(=O)c1ccc(Br)s1, predict the reactants needed to synthesize it. The reactants are: COC(=O)CC(=O)c1ccc(Br)s1.O=Cc1ccc(Cl)c(Cl)c1. (2) Given the product O=[N+]([O-])c1ccc2c(c1)c(-c1cn[nH]c1)nn2C(c1ccccc1)(c1ccccc1)c1ccccc1, predict the reactants needed to synthesize it. The reactants are: CC1(C)OB(c2cn[nH]c2)OC1(C)C.O=[N+]([O-])c1ccc2c(c1)c(Br)nn2C(c1ccccc1)(c1ccccc1)c1ccccc1. (3) Given the product COC(=O)c1ccc(Nc2ccc(OC)nc2)nc1F, predict the reactants needed to synthesize it. The reactants are: COC(=O)c1ccc(F)nc1F.COc1ccc(N)cn1. (4) Given the product CNCCN[C@@H]1CCC[C@H](Nc2nc(-c3c[nH]c4ncc(Cl)cc34)ncc2F)C1, predict the reactants needed to synthesize it. The reactants are: CN(CCN[C@@H]1CCC[C@H](Nc2nc(-c3c[nH]c4ncc(Cl)cc34)ncc2F)C1)C(=O)OC(C)(C)C. (5) Given the product O=C(N1CCC(CO)C1)C(F)(F)F, predict the reactants needed to synthesize it. The reactants are: CC(C)(C)[Si](C)(C)OCC1CCN(C(=O)C(F)(F)F)C1. (6) Given the product O=CCCCCCCCCCO[C@@H]1O[C@H](COCc2ccccc2)[C@@H](OCc2ccccc2)[C@H](OCc2ccccc2)[C@H]1OCc1ccccc1, predict the reactants needed to synthesize it. The reactants are: OCCCCCCCCCCO[C@@H]1O[C@H](COCc2ccccc2)[C@@H](OCc2ccccc2)[C@H](OCc2ccccc2)[C@H]1OCc1ccccc1. (7) Given the product COc1cc([N+](=O)[O-])ccc1S(=O)(=O)N1C(=O)C(N)(c2ccccc2Cl)c2cc(Cl)ccc21, predict the reactants needed to synthesize it. The reactants are: COc1cc([N+](=O)[O-])ccc1S(=O)(=O)Cl.NC1(c2ccccc2Cl)C(=O)Nc2ccc(Cl)cc21.